From a dataset of Forward reaction prediction with 1.9M reactions from USPTO patents (1976-2016). Predict the product of the given reaction. (1) Given the reactants Cl[C:2]1[N:7]=[C:6]([NH:8][CH:9]2[CH2:25][CH2:24][C:12]3([CH2:16][N:15]([C:17]([O:19][C:20]([CH3:23])([CH3:22])[CH3:21])=[O:18])[CH2:14][CH2:13]3)[CH2:11][CH2:10]2)[CH:5]=[CH:4][N:3]=1.[CH3:26][N:27]1[CH:31]=[C:30]([NH2:32])[CH:29]=[N:28]1.CCN(C(C)C)C(C)C, predict the reaction product. The product is: [CH3:26][N:27]1[CH:31]=[C:30]([NH:32][C:2]2[N:7]=[C:6]([NH:8][CH:9]3[CH2:10][CH2:11][C:12]4([CH2:16][N:15]([C:17]([O:19][C:20]([CH3:22])([CH3:21])[CH3:23])=[O:18])[CH2:14][CH2:13]4)[CH2:24][CH2:25]3)[CH:5]=[CH:4][N:3]=2)[CH:29]=[N:28]1. (2) The product is: [Br:1][C:2]1[CH:7]=[CH:6][C:5]([CH:8]([CH2:20][CH2:21][CH2:22][C:23]([F:26])([F:24])[F:25])[CH2:9][C:10]([C:12]2[CH:17]=[CH:16][C:15](=[O:18])[NH:14][CH:13]=2)=[O:11])=[CH:4][CH:3]=1. Given the reactants [Br:1][C:2]1[CH:7]=[CH:6][C:5]([CH:8]([CH2:20][CH2:21][CH2:22][C:23]([F:26])([F:25])[F:24])[CH2:9][C:10]([C:12]2[CH:13]=[N:14][C:15]([O:18]C)=[CH:16][CH:17]=2)=[O:11])=[CH:4][CH:3]=1.Cl, predict the reaction product. (3) Given the reactants Cl.[NH2:2][CH2:3][C:4]1[CH:13]=[CH:12][CH:11]=[C:10]2[C:5]=1[C:6](=[O:23])[N:7]([CH:15]1[CH2:20][CH2:19][C:18](=[O:21])[NH:17][C:16]1=[O:22])[C:8]([CH3:14])=[N:9]2.Cl.[N:25]1[CH:30]=[CH:29][CH:28]=[CH:27][C:26]=1[C:31](Cl)=[O:32].C(N(CC)C(C)C)(C)C, predict the reaction product. The product is: [O:22]=[C:16]1[CH:15]([N:7]2[C:6](=[O:23])[C:5]3[C:10](=[CH:11][CH:12]=[CH:13][C:4]=3[CH2:3][NH:2][C:31]([C:26]3[CH:27]=[CH:28][CH:29]=[CH:30][N:25]=3)=[O:32])[N:9]=[C:8]2[CH3:14])[CH2:20][CH2:19][C:18](=[O:21])[NH:17]1. (4) Given the reactants Cl[C:2]1[N:7]2[N:8]=[CH:9][C:10]([C:11]([O:13][CH2:14][CH3:15])=[O:12])=[C:6]2[N:5]=[CH:4][C:3]=1[C:16]([O:18][CH3:19])=[O:17].[F:20][C:21]1[CH:27]=[CH:26][C:25]([CH3:28])=[CH:24][C:22]=1[NH2:23], predict the reaction product. The product is: [CH2:14]([O:13][C:11]([C:10]1[CH:9]=[N:8][N:7]2[C:2]([NH:23][C:22]3[CH:24]=[C:25]([CH3:28])[CH:26]=[CH:27][C:21]=3[F:20])=[C:3]([C:16]([O:18][CH3:19])=[O:17])[CH:4]=[N:5][C:6]=12)=[O:12])[CH3:15]. (5) Given the reactants [CH3:1][O:2][C:3]1[CH:10]=[CH:9][C:8]([CH:11]([CH3:13])[CH3:12])=[CH:7][C:4]=1[CH2:5]O.Cl.[CH:15]([CH:28]1[C:33](=[O:34])[CH2:32][CH2:31][NH:30][CH2:29]1)([C:22]1[CH:27]=[CH:26][CH:25]=[CH:24][CH:23]=1)[C:16]1[CH:21]=[CH:20][CH:19]=[CH:18][CH:17]=1.C(N(C(C)C)CC)(C)C.C(=O)(O)[O-].[Na+], predict the reaction product. The product is: [CH:15]([CH:28]1[C:33](=[O:34])[CH2:32][CH2:31][N:30]([CH2:5][C:4]2[CH:7]=[C:8]([CH:11]([CH3:13])[CH3:12])[CH:9]=[CH:10][C:3]=2[O:2][CH3:1])[CH2:29]1)([C:22]1[CH:27]=[CH:26][CH:25]=[CH:24][CH:23]=1)[C:16]1[CH:17]=[CH:18][CH:19]=[CH:20][CH:21]=1. (6) Given the reactants [Mg].BrCC.[C:5]([O:10]CCBr)(=O)[C:6]([CH3:8])=C.[CH:14]12[CH2:23]C3CC([CH2:22][CH:16]([CH2:17]3)[C:15]1=O)[CH2:21]2.Cl.C(OCCC1(O)C2CC3CC(CC1C3)C2)(=O)C(C)=C, predict the reaction product. The product is: [C:5]12([OH:10])[CH2:6][CH:8]3[CH2:17][CH:16]([CH2:15][CH:14]([CH2:23]3)[CH2:21]1)[CH2:22]2. (7) Given the reactants Cl[C:2]1[CH:7]=[C:6]([C:8]([F:11])([F:10])[F:9])[N:5]=[C:4]([C:12]2[CH:13]=[N:14][CH:15]=[CH:16][CH:17]=2)[N:3]=1.[NH2:18][C:19]1[C:20]([Cl:27])=[CH:21][C:22]([Cl:26])=[C:23]([OH:25])[CH:24]=1, predict the reaction product. The product is: [Cl:27][C:20]1[CH:21]=[C:22]([Cl:26])[C:23]([OH:25])=[CH:24][C:19]=1[NH:18][C:2]1[CH:7]=[C:6]([C:8]([F:11])([F:10])[F:9])[N:5]=[C:4]([C:12]2[CH:13]=[N:14][CH:15]=[CH:16][CH:17]=2)[N:3]=1. (8) Given the reactants Cl[CH2:2][C@H:3]([C:5]1[CH:10]=[CH:9][C:8]([F:11])=[C:7]([F:12])[CH:6]=1)[OH:4].C1(C)C=CC=CC=1.[OH-].[Na+], predict the reaction product. The product is: [F:12][C:7]1[CH:6]=[C:5]([C@H:3]2[CH2:2][O:4]2)[CH:10]=[CH:9][C:8]=1[F:11].